This data is from Catalyst prediction with 721,799 reactions and 888 catalyst types from USPTO. The task is: Predict which catalyst facilitates the given reaction. (1) Reactant: [Br:1][C:2]1[CH:7]=[CH:6][C:5]([C@H:8]2[CH2:10][C@H:9]2[C:11]([O:13]C)=[O:12])=[CH:4][CH:3]=1.[Li+].[OH-]. Product: [Br:1][C:2]1[CH:3]=[CH:4][C:5]([C@H:8]2[CH2:10][C@H:9]2[C:11]([OH:13])=[O:12])=[CH:6][CH:7]=1. The catalyst class is: 36. (2) Reactant: Br[C:2]1[CH:3]=[C:4]([C:22]([O:24][CH3:25])=[O:23])[CH:5]=[N:6][C:7]=1[O:8][CH:9]1[CH2:14][CH2:13][N:12]([C:15]([O:17][C:18]([CH3:21])([CH3:20])[CH3:19])=[O:16])[CH2:11][CH2:10]1.[CH2:26]([NH:28][C:29]([NH:31][C:32]1[CH:37]=[C:36]([C:38]2[S:39][CH:40]=[C:41]([C:43]([F:46])([F:45])[F:44])[N:42]=2)[C:35](B2OC(C)(C)C(C)(C)O2)=[CH:34][N:33]=1)=[O:30])[CH3:27].C(=O)([O-])[O-].[Cs+].[Cs+]. Product: [C:18]([O:17][C:15]([N:12]1[CH2:13][CH2:14][CH:9]([O:8][C:7]2[C:2]([C:35]3[CH:34]=[N:33][C:32]([NH:31][C:29](=[O:30])[NH:28][CH2:26][CH3:27])=[CH:37][C:36]=3[C:38]3[S:39][CH:40]=[C:41]([C:43]([F:46])([F:44])[F:45])[N:42]=3)=[CH:3][C:4]([C:22]([O:24][CH3:25])=[O:23])=[CH:5][N:6]=2)[CH2:10][CH2:11]1)=[O:16])([CH3:21])([CH3:20])[CH3:19]. The catalyst class is: 70. (3) Reactant: [CH3:1][C:2]1[CH:7]=[CH:6][C:5]([C:8]2[N:9]=[CH:10][C:11]([C:21]([OH:23])=[O:22])=[N:12][C:13]=2[C:14]2[CH:19]=[CH:18][C:17]([CH3:20])=[CH:16][CH:15]=2)=[CH:4][CH:3]=1.Cl[C:25](OCC(C)C)=[O:26].[BH4-].[Na+].[CH2:34]1COC[CH2:35]1. Product: [OH:26][CH2:25][C:10]1[C:11]([C:21]([O:23][CH2:34][CH3:35])=[O:22])=[N:12][C:13]([C:14]2[CH:19]=[CH:18][C:17]([CH3:20])=[CH:16][CH:15]=2)=[C:8]([C:5]2[CH:4]=[CH:3][C:2]([CH3:1])=[CH:7][CH:6]=2)[N:9]=1. The catalyst class is: 8. (4) Product: [F:29][C:26]([F:27])([F:28])[C:23]1[CH:24]=[CH:25][C:20]([C:17]2[O:16][C:15]([NH:14][C:11]3[CH:10]=[CH:9][CH:8]=[C:7]4[C:12]=3[CH2:13][C:4](=[O:3])[CH2:5][CH2:6]4)=[N:19][CH:18]=2)=[CH:21][CH:22]=1. Reactant: C([O:3][C:4]1[CH2:13][C:12]2[C:11]([NH:14][C:15]3[O:16][C:17]([C:20]4[CH:25]=[CH:24][C:23]([C:26]([F:29])([F:28])[F:27])=[CH:22][CH:21]=4)=[CH:18][N:19]=3)=[CH:10][CH:9]=[CH:8][C:7]=2[CH2:6][CH:5]=1)C.Cl.C([O-])(O)=O.[Na+]. The catalyst class is: 7. (5) Reactant: [NH2:1][C:2]1[N:7]=[C:6]([C:8]2[O:9][CH:10]=[CH:11][CH:12]=2)[C:5]([C:13]#[N:14])=[C:4](S(C)=O)[N:3]=1.Cl.[CH2:19]([O:26][C:27](=[O:32])[NH:28][CH2:29][CH2:30][NH2:31])[C:20]1[CH:25]=[CH:24][CH:23]=[CH:22][CH:21]=1.C1CCN2C(=NCCC2)CC1. Product: [CH2:19]([O:26][C:27](=[O:32])[NH:28][CH2:29][CH2:30][NH:31][C:4]1[C:5]([C:13]#[N:14])=[C:6]([C:8]2[O:9][CH:10]=[CH:11][CH:12]=2)[N:7]=[C:2]([NH2:1])[N:3]=1)[C:20]1[CH:25]=[CH:24][CH:23]=[CH:22][CH:21]=1. The catalyst class is: 57. (6) Reactant: [CH2:1]1[O:5][C:4]2[CH:6]=[C:7]([Cl:12])[C:8]([CH2:10]O)=[CH:9][C:3]=2[O:2]1.P(Br)(Br)[Br:14]. Product: [Br:14][CH2:10][C:8]1[C:7]([Cl:12])=[CH:6][C:4]2[O:5][CH2:1][O:2][C:3]=2[CH:9]=1. The catalyst class is: 27.